From a dataset of Tyrosyl-DNA phosphodiesterase HTS with 341,365 compounds. Binary Classification. Given a drug SMILES string, predict its activity (active/inactive) in a high-throughput screening assay against a specified biological target. (1) The compound is O(C=1C(=O)/C(=C\NNc2nc(/[nH]c(c2)C)=C2/C(=O)C=CC=C2)C=CC1)C. The result is 0 (inactive). (2) The drug is S(c1n2c3c(cc(c2nn1)C)ccc(c3)C)CC(=O)NCc1occc1. The result is 1 (active). (3) The molecule is S(=O)(=O)(N1CCOCC1)c1cc(c(OC)c(OC)c1)C(=O)c1n(ccn1)C. The result is 0 (inactive). (4) The drug is S(=O)(=O)(NCC1OCCC1)c1ccc(cc1)C(=O)n1nc(cc1C)C. The result is 0 (inactive). (5) The drug is Clc1ccc(C(=O)N\C(C(=O)Nc2cc(ccc2)C)=C\c2oc([N+]([O-])=O)cc2)cc1. The result is 0 (inactive). (6) The molecule is N1(CCC(CC)C)CCN=C1N(C)C. The result is 0 (inactive). (7) The drug is Clc1ccc(n2nnc(COC(=O)CCCC)c2)cc1. The result is 0 (inactive).